Dataset: Full USPTO retrosynthesis dataset with 1.9M reactions from patents (1976-2016). Task: Predict the reactants needed to synthesize the given product. (1) Given the product [CH:14]([C:17]1[CH:22]=[CH:21][C:20]([C:23]2[N:2]=[C:1]([C:3]3[CH:4]=[C:5]([CH:11]=[CH:12][CH:13]=3)[C:6]([O:8][CH2:9][CH3:10])=[O:7])[S:25][N:24]=2)=[CH:19][CH:18]=1)([CH3:16])[CH3:15], predict the reactants needed to synthesize it. The reactants are: [C:1]([C:3]1[CH:4]=[C:5]([CH:11]=[CH:12][CH:13]=1)[C:6]([O:8][CH2:9][CH3:10])=[O:7])#[N:2].[CH:14]([C:17]1[CH:22]=[CH:21][C:20]([C:23]2OC(=O)[S:25][N:24]=2)=[CH:19][CH:18]=1)([CH3:16])[CH3:15]. (2) Given the product [CH3:14][O:13][CH2:12][O:11][C:7]1[CH:8]=[CH:9][CH:10]=[C:5]2[C:6]=1[CH:15]([C:45]#[N:46])[O:16][C:4]2=[O:17], predict the reactants needed to synthesize it. The reactants are: C(N(CC)[C:4](=[O:17])[C:5]1[CH:10]=[CH:9][CH:8]=[C:7]([O:11][CH2:12][O:13][CH3:14])[C:6]=1[CH:15]=[O:16])C.[C-]#N.[K+].C1OCCOCCOCCOCCOCCOC1.C[Si]([C:45]#[N:46])(C)C. (3) Given the product [NH2:17][C:10]1[CH:11]=[C:12]([C:15]#[N:16])[CH:13]=[CH:14][C:9]=1[CH2:8][NH:7][C:5](=[O:6])[C:4]1[CH:20]=[C:21]([NH:23][C:24](=[O:28])[CH:25]([CH3:27])[CH3:26])[CH:22]=[C:2]([Cl:1])[CH:3]=1, predict the reactants needed to synthesize it. The reactants are: [Cl:1][C:2]1[CH:3]=[C:4]([CH:20]=[C:21]([NH:23][C:24](=[O:28])[CH:25]([CH3:27])[CH3:26])[CH:22]=1)[C:5]([NH:7][CH2:8][C:9]1[CH:14]=[CH:13][C:12]([C:15]#[N:16])=[CH:11][C:10]=1[N+:17]([O-])=O)=[O:6]. (4) The reactants are: N1C=CN=C1.[Si:6](Cl)([C:9]([CH3:12])([CH3:11])[CH3:10])([CH3:8])[CH3:7].[Cl:14][C:15]1[S:19][C:18]([C:20]([NH:22][C:23]2[CH:31]=[CH:30][CH:29]=[C:28]3[C:24]=2[C:25](=[O:43])[N:26]([CH2:32][C:33]2[CH:38]=[CH:37][CH:36]=[C:35]([NH:39][CH2:40][CH2:41][OH:42])[CH:34]=2)[CH2:27]3)=[O:21])=[CH:17][CH:16]=1.O.ClCCl. Given the product [Si:6]([O:42][CH2:41][CH2:40][NH:39][C:35]1[CH:34]=[C:33]([CH:38]=[CH:37][CH:36]=1)[CH2:32][N:26]1[C:25](=[O:43])[C:24]2[C:28](=[CH:29][CH:30]=[CH:31][C:23]=2[NH:22][C:20]([C:18]2[S:19][C:15]([Cl:14])=[CH:16][CH:17]=2)=[O:21])[CH2:27]1)([C:9]([CH3:12])([CH3:11])[CH3:10])([CH3:8])[CH3:7], predict the reactants needed to synthesize it. (5) Given the product [C:22]([N:20]([CH2:19][C:16]1[CH:15]=[CH:14][C:13]([S:12][CH:34]([C:35]2[CH:15]=[CH:14][CH:13]=[CH:18][CH:36]=2)[C:38]([OH:37])=[O:31])=[CH:18][CH:17]=1)[OH:21])(=[O:29])[C:23]1[CH:24]=[CH:25][CH:26]=[CH:27][CH:28]=1, predict the reactants needed to synthesize it. The reactants are: C(OC(=O)CC1C=CC([S:12][C:13]2[CH:18]=[CH:17][C:16]([CH2:19][N:20]([C:22](=[O:29])[C:23]3[CH:28]=[CH:27][CH:26]=[CH:25][CH:24]=3)[OH:21])=[CH:15][CH:14]=2)=CC=1)C.[OH-:31].[Na+].Cl.[CH2:34]1[CH2:38][O:37][CH2:36][CH2:35]1.O. (6) Given the product [NH2:17][CH2:16][C:7]1[C:6](=[O:28])[N:5]([CH3:4])[C:10]([CH3:11])=[CH:9][C:8]=1[C:12]([F:13])([F:14])[F:15], predict the reactants needed to synthesize it. The reactants are: O.NN.[CH3:4][N:5]1[C:10]([CH3:11])=[CH:9][C:8]([C:12]([F:15])([F:14])[F:13])=[C:7]([CH2:16][N:17]2C(=O)C3C(=CC=CC=3)C2=O)[C:6]1=[O:28]. (7) Given the product [Cl:18][C:4]1[CH:5]=[C:6]([C:9]([C:11]2[CH:16]=[CH:15][CH:14]=[C:13]([Cl:17])[CH:12]=2)=[O:10])[CH:7]=[CH:8][C:3]=1[CH2:2][N:19]1[CH2:24][CH2:23][O:22][CH2:21][CH2:20]1, predict the reactants needed to synthesize it. The reactants are: Br[CH2:2][C:3]1[CH:8]=[CH:7][C:6]([C:9]([C:11]2[CH:16]=[CH:15][CH:14]=[C:13]([Cl:17])[CH:12]=2)=[O:10])=[CH:5][C:4]=1[Cl:18].[NH:19]1[CH2:24][CH2:23][O:22][CH2:21][CH2:20]1.ClC1C=C(C(C2C=CC(CN3CCCC3)=CC=2)=O)C=CC=1. (8) Given the product [OH:49][C:34]1[C:33](=[O:32])[N:12]([C:13]2[S:14][C:15]([S:18]([C:21]3[CH:22]=[CH:23][C:24]([N+:27]([O-:29])=[O:28])=[CH:25][CH:26]=3)(=[O:19])=[O:20])=[CH:16][N:17]=2)[CH:8]([C:7]2[CH:10]=[CH:11][C:4]([CH:1]([CH3:3])[CH3:2])=[CH:5][CH:6]=2)[C:35]=1[C:36](=[O:48])[C:37]1[CH:38]=[CH:39][C:40]([O:43][C:44]([F:46])([F:47])[F:45])=[CH:41][CH:42]=1, predict the reactants needed to synthesize it. The reactants are: [CH:1]([C:4]1[CH:11]=[CH:10][C:7]([CH:8]=O)=[CH:6][CH:5]=1)([CH3:3])[CH3:2].[NH2:12][C:13]1[S:14][C:15]([S:18]([C:21]2[CH:26]=[CH:25][C:24]([N+:27]([O-:29])=[O:28])=[CH:23][CH:22]=2)(=[O:20])=[O:19])=[CH:16][N:17]=1.C([O:32][C:33](=O)[C:34]([OH:49])=[CH:35][C:36](=[O:48])[C:37]1[CH:42]=[CH:41][C:40]([O:43][C:44]([F:47])([F:46])[F:45])=[CH:39][CH:38]=1)C.